Dataset: Forward reaction prediction with 1.9M reactions from USPTO patents (1976-2016). Task: Predict the product of the given reaction. (1) Given the reactants [CH:1]1([N:5]2[CH2:11][CH2:10][CH2:9][N:8](C(OC(C)(C)C)=O)[CH2:7][CH2:6]2)[CH2:4][CH2:3][CH2:2]1.Cl.O1CCOCC1.CO, predict the reaction product. The product is: [CH:1]1([N:5]2[CH2:11][CH2:10][CH2:9][NH:8][CH2:7][CH2:6]2)[CH2:4][CH2:3][CH2:2]1. (2) Given the reactants I[C:2]1[CH:3]=[CH:4][CH:5]=[C:6]2[C:11]=1[CH:10]=[C:9]([S:12]([NH2:15])(=[O:14])=[O:13])[CH:8]=[CH:7]2.[CH2:16]([S-:18])[CH3:17].[Na+], predict the reaction product. The product is: [CH2:16]([S:18][C:2]1[CH:3]=[CH:4][CH:5]=[C:6]2[C:11]=1[CH:10]=[C:9]([S:12]([NH2:15])(=[O:14])=[O:13])[CH:8]=[CH:7]2)[CH3:17]. (3) Given the reactants [F:1][C:2]1[CH:7]=[CH:6][CH:5]=[C:4]([F:8])[C:3]=1[OH:9].[H-].[Na+].[Cl:12][C:13]1[CH:18]=[C:17]([N+]([O-])=O)[CH:16]=[CH:15][N:14]=1, predict the reaction product. The product is: [Cl:12][C:13]1[CH:18]=[C:17]([O:9][C:3]2[C:2]([F:1])=[CH:7][CH:6]=[CH:5][C:4]=2[F:8])[CH:16]=[CH:15][N:14]=1. (4) Given the reactants C1(P(=O)(C2C=CC=CC=2)C2C=CC=CC=2)C=CC=CC=1.FC(F)(F)S(OS(C(F)(F)F)(=O)=O)(=O)=O.[CH2:36]([O:38][C:39](=[O:50])[CH2:40][C:41]([C:43]1[CH:48]=[CH:47][C:46]([F:49])=[CH:45][CH:44]=1)=O)[CH3:37].C(N(CC)CC)C, predict the reaction product. The product is: [CH2:36]([O:38][C:39](=[O:50])[C:40]#[C:41][C:43]1[CH:44]=[CH:45][C:46]([F:49])=[CH:47][CH:48]=1)[CH3:37]. (5) Given the reactants [NH2:1][C:2]1[CH:3]=[CH:4][C:5]([Cl:8])=[N:6][CH:7]=1.C([Li])CCC.Cl[C:15]1[N:20]=[C:19]([N:21]2[CH2:26][CH2:25][O:24][CH2:23][CH2:22]2)[N:18]=[C:17]([N:27]2[C:31]3[CH:32]=[CH:33][CH:34]=[C:35]([O:36][CH3:37])[C:30]=3[N:29]=[C:28]2[CH:38]([F:40])[F:39])[N:16]=1, predict the reaction product. The product is: [Cl:8][C:5]1[N:6]=[CH:7][C:2]([NH:1][C:15]2[N:16]=[C:17]([N:27]3[C:31]4[CH:32]=[CH:33][CH:34]=[C:35]([O:36][CH3:37])[C:30]=4[N:29]=[C:28]3[CH:38]([F:40])[F:39])[N:18]=[C:19]([N:21]3[CH2:22][CH2:23][O:24][CH2:25][CH2:26]3)[N:20]=2)=[CH:3][CH:4]=1. (6) Given the reactants Cl.[NH2:2][C:3]1[C:12]2[N:13]=[C:14]([CH2:39][CH2:40][O:41][CH3:42])[N:15]([CH2:16][CH2:17][CH2:18][N:19]([CH2:24][C:25]3[CH:26]=[C:27]([CH:36]=[CH:37][CH:38]=3)[O:28][CH2:29][C:30]([O:32][CH:33]([CH3:35])[CH3:34])=[O:31])[C:20](=[O:23])[CH2:21]Cl)[C:11]=2[C:10]2[CH:9]=[CH:8][CH:7]=[CH:6][C:5]=2[N:4]=1.[CH3:43][O:44][CH2:45][CH2:46][NH:47][CH3:48], predict the reaction product. The product is: [NH2:2][C:3]1[C:12]2[N:13]=[C:14]([CH2:39][CH2:40][O:41][CH3:42])[N:15]([CH2:16][CH2:17][CH2:18][N:19]([CH2:24][C:25]3[CH:26]=[C:27]([CH:36]=[CH:37][CH:38]=3)[O:28][CH2:29][C:30]([O:32][CH:33]([CH3:35])[CH3:34])=[O:31])[C:20](=[O:23])[CH2:21][N:47]([CH2:46][CH2:45][O:44][CH3:43])[CH3:48])[C:11]=2[C:10]2[CH:9]=[CH:8][CH:7]=[CH:6][C:5]=2[N:4]=1. (7) Given the reactants Br[C:2]1[CH:7]=[CH:6][C:5]([C:8]2[NH:9][C:10](=[O:24])[C:11]3[N:16]([CH:17]4[CH2:22][CH2:21][CH2:20][CH2:19][CH2:18]4)[N:15]=[C:14]([CH3:23])[C:12]=3[N:13]=2)=[C:4]([O:25][CH3:26])[CH:3]=1.C([Li])CCC.CN(C)[CH:34]=[O:35].[Cl-].[NH4+], predict the reaction product. The product is: [CH:17]1([N:16]2[C:11]3[C:10](=[O:24])[NH:9][C:8]([C:5]4[CH:6]=[CH:7][C:2]([CH:34]=[O:35])=[CH:3][C:4]=4[O:25][CH3:26])=[N:13][C:12]=3[C:14]([CH3:23])=[N:15]2)[CH2:22][CH2:21][CH2:20][CH2:19][CH2:18]1. (8) Given the reactants [F:1][C:2]1[CH:11]=[CH:10][CH:9]=[C:8]2[C:3]=1[C:4]([CH3:20])([CH3:19])[C:5](=[O:18])[C:6]([C:13](OCC)=[O:14])=[C:7]2[OH:12].C(N(C(C)C)C(C)C)C.Cl.[NH2:31][CH2:32][C:33]([O:35][C:36]([CH3:39])([CH3:38])[CH3:37])=[O:34], predict the reaction product. The product is: [F:1][C:2]1[CH:11]=[CH:10][CH:9]=[C:8]2[C:3]=1[C:4]([CH3:19])([CH3:20])[C:5](=[O:18])[C:6]([C:13]([NH:31][CH2:32][C:33]([O:35][C:36]([CH3:39])([CH3:38])[CH3:37])=[O:34])=[O:14])=[C:7]2[OH:12]. (9) Given the reactants [C:1]([O:9][C:10]1[CH:28]=[CH:27][C:13]([CH2:14][O:15][C:16]2[CH:21]=[CH:20][C:19]([CH2:22][CH2:23][C:24](O)=[O:25])=[CH:18][CH:17]=2)=[CH:12][CH:11]=1)(=O)[C:2]1[CH:7]=[CH:6][CH:5]=[CH:4][CH:3]=1.Cl[C:30](OCC)=O.C(N(CC)CC)C.[NH4+:42].[OH-:43], predict the reaction product. The product is: [O:43]=[C:2]([C:3]1[CH:30]=[CH:7][CH:6]=[CH:5][CH:4]=1)[CH2:1][O:9][C:10]1[CH:28]=[CH:27][C:13]([CH2:14][O:15][C:16]2[CH:21]=[CH:20][C:19]([CH2:22][CH2:23][C:24]([NH2:42])=[O:25])=[CH:18][CH:17]=2)=[CH:12][CH:11]=1. (10) Given the reactants C(=O)([O-])[O-].[K+].[K+].[CH3:7][N:8]([CH3:32])[CH2:9][C@@H:10]([CH3:31])[O:11][C:12]1[CH:21]=[CH:20][CH:19]=[C:18]2[C:13]=1[C:14]([NH:22][C:23]1[CH:28]=[CH:27][C:26]([OH:29])=[C:25]([CH3:30])[CH:24]=1)=[N:15][CH:16]=[N:17]2.C1OCCOCCOCCOCCOCCOC1.Cl.[N:52]1[CH:57]=[CH:56][CH:55]=[CH:54][C:53]=1[CH2:58]Cl, predict the reaction product. The product is: [CH3:7][N:8]([CH3:32])[CH2:9][C@@H:10]([CH3:31])[O:11][C:12]1[CH:21]=[CH:20][CH:19]=[C:18]2[C:13]=1[C:14]([NH:22][C:23]1[CH:28]=[CH:27][C:26]([O:29][CH2:58][C:53]3[CH:54]=[CH:55][CH:56]=[CH:57][N:52]=3)=[C:25]([CH3:30])[CH:24]=1)=[N:15][CH:16]=[N:17]2.